Dataset: Forward reaction prediction with 1.9M reactions from USPTO patents (1976-2016). Task: Predict the product of the given reaction. (1) Given the reactants [NH2:1][C:2]1[CH:3]=[CH:4][C:5]2[N:6]([C:8]([C:29]3[CH:34]=[CH:33][CH:32]=[CH:31][CH:30]=3)=[C:9]([C:11]3[CH:16]=[CH:15][C:14]([C:17]4([NH:21][C:22](=[O:28])[O:23][C:24]([CH3:27])([CH3:26])[CH3:25])[CH2:20][CH2:19][CH2:18]4)=[CH:13][CH:12]=3)[N:10]=2)[N:7]=1.N1C=CC=CC=1.[C:41](OC(=O)C)(=[O:43])[CH3:42], predict the reaction product. The product is: [C:41]([NH:1][C:2]1[CH:3]=[CH:4][C:5]2[N:6]([C:8]([C:29]3[CH:30]=[CH:31][CH:32]=[CH:33][CH:34]=3)=[C:9]([C:11]3[CH:12]=[CH:13][C:14]([C:17]4([NH:21][C:22](=[O:28])[O:23][C:24]([CH3:27])([CH3:26])[CH3:25])[CH2:20][CH2:19][CH2:18]4)=[CH:15][CH:16]=3)[N:10]=2)[N:7]=1)(=[O:43])[CH3:42]. (2) Given the reactants Cl.[NH2:2][C@@H:3]([CH2:8][CH2:9][CH2:10][NH:11][C:12]([O:14][C:15]([CH3:18])([CH3:17])[CH3:16])=[O:13])[C:4]([O:6][CH3:7])=[O:5].[C:19]1([CH:25]([C:35]2[CH:40]=[CH:39][CH:38]=[CH:37][CH:36]=2)[C:26]2[CH:27]=[C:28]([CH:32]=[CH:33][CH:34]=2)[C:29](O)=[O:30])[CH:24]=[CH:23][CH:22]=[CH:21][CH:20]=1.C(N(C(C)C)CC)(C)C.CN(C(ON1N=NC2C=CC=CC1=2)=[N+](C)C)C.F[P-](F)(F)(F)(F)F, predict the reaction product. The product is: [C:15]([O:14][C:12]([NH:11][CH2:10][CH2:9][CH2:8][C@H:3]([NH:2][C:29]([C:28]1[CH:32]=[CH:33][CH:34]=[C:26]([CH:25]([C:19]2[CH:24]=[CH:23][CH:22]=[CH:21][CH:20]=2)[C:35]2[CH:40]=[CH:39][CH:38]=[CH:37][CH:36]=2)[CH:27]=1)=[O:30])[C:4]([O:6][CH3:7])=[O:5])=[O:13])([CH3:18])([CH3:17])[CH3:16]. (3) Given the reactants [CH:1]([C:3]12[N:9]([C:10]([O:12][C:13]([CH3:16])([CH3:15])[CH3:14])=[O:11])[CH:6]([CH2:7][CH2:8]1)[CH2:5][CH2:4]2)=O.[CH3:17][C:18]([S@:21]([NH2:23])=[O:22])([CH3:20])[CH3:19], predict the reaction product. The product is: [C:18]([S@:21]([N:23]=[CH:1][C:3]12[N:9]([C:10]([O:12][C:13]([CH3:16])([CH3:15])[CH3:14])=[O:11])[CH:6]([CH2:7][CH2:8]1)[CH2:5][CH2:4]2)=[O:22])([CH3:20])([CH3:19])[CH3:17]. (4) Given the reactants [C:1]1([C:3](=[CH:5][CH:6]=[CH:7][CH:8]=1)[OH:4])[OH:2].[N+:9]([O-])([OH:11])=[O:10], predict the reaction product. The product is: [N+:9]([C:5]1[CH:6]=[CH:7][CH:8]=[C:1]([OH:2])[C:3]=1[OH:4])([O-:11])=[O:10]. (5) Given the reactants [BH4-].[Na+].[Br:3][C:4]1[CH:5]=[C:6]2[NH:13][C:12](=O)[N:11]([CH2:15][CH2:16]C(OC)=O)[C:7]2=[N:8][C:9]=1[CH3:10].C[OH:22].[NH4+].[Cl-], predict the reaction product. The product is: [Br:3][C:4]1[CH:5]=[C:6]2[N:13]=[CH:12][N:11]([CH2:15][CH2:16][OH:22])[C:7]2=[N:8][C:9]=1[CH3:10].